This data is from Reaction yield outcomes from USPTO patents with 853,638 reactions. The task is: Predict the reaction yield, written as a fraction of the theoretical maximum amount of product (1.0 means a 100% yield; for example, 0.34 means a 34% yield). (1) The reactants are [CH3:1][CH:2]1[CH:6]([CH3:7])[O:5][C:4]2([CH2:12][CH2:11][CH:10]([N:13]3[C:18](=[O:19])[C:17]([CH2:20][C:21]4[CH:26]=[CH:25][C:24]([C:27]5[C:28]([C:34]#[N:35])=[CH:29][C:30]([F:33])=[CH:31][CH:32]=5)=[CH:23][CH:22]=4)=[C:16]([CH2:36][CH2:37][CH3:38])[N:15]4[N:39]=[C:40]([CH3:42])[N:41]=[C:14]34)[CH2:9][CH2:8]2)[O:3]1.[C:43]([BH3-])#N.[Na+].CC(OI1(OC(C)=O)(OC(C)=O)OC(=O)C2C1=CC=CC=2)=O.C(=O)([O-])O.[Na+].S([O-])([O-])(=O)=S.[Na+].[Na+].C[Mg]Br.[Cl-].[NH4+]. The catalyst is C(OCC)(=O)C.C(#N)C.O1CCCC1. The product is [F:33][C:30]1[CH:29]=[C:28]([C:34]#[N:35])[C:27]([C:24]2[CH:25]=[CH:26][C:21]([CH2:20][C:17]3[C:18](=[O:19])[N:13]([C@H:10]4[CH2:11][CH2:12][C@H:4]([O:5][CH:6]([CH3:7])[C:2]([OH:3])([CH3:1])[CH3:43])[CH2:8][CH2:9]4)[C:14]4[N:15]([N:39]=[C:40]([CH3:42])[N:41]=4)[C:16]=3[CH2:36][CH2:37][CH3:38])=[CH:22][CH:23]=2)=[CH:32][CH:31]=1. The yield is 0.180. (2) The reactants are [N:1]1([C:7]2[N:12]=[C:11]([N:13]3[CH:18]4[CH2:19][CH2:20][CH:14]3[CH2:15][O:16][CH2:17]4)[N:10]=[C:9]([C:21]3[CH:27]=[CH:26][C:24]([NH2:25])=[CH:23][CH:22]=3)[N:8]=2)[CH2:6][CH2:5][O:4][CH2:3][CH2:2]1.ClC(Cl)(O[C:32](=[O:38])OC(Cl)(Cl)Cl)Cl.[NH2:40][C:41]1[CH:48]=[CH:47][C:44]([C:45]#[N:46])=[CH:43][CH:42]=1. No catalyst specified. The product is [C:45]([C:44]1[CH:47]=[CH:48][C:41]([NH:40][C:32]([NH:25][C:24]2[CH:26]=[CH:27][C:21]([C:9]3[N:8]=[C:7]([N:1]4[CH2:2][CH2:3][O:4][CH2:5][CH2:6]4)[N:12]=[C:11]([N:13]4[CH:14]5[CH2:20][CH2:19][CH:18]4[CH2:17][O:16][CH2:15]5)[N:10]=3)=[CH:22][CH:23]=2)=[O:38])=[CH:42][CH:43]=1)#[N:46]. The yield is 0.460. (3) The reactants are Cl[C:2]1[N:7]=[C:6]([NH:8][C:9]2[C:14]([CH3:15])=[CH:13][C:12]([CH3:16])=[CH:11][C:10]=2[CH3:17])[CH:5]=[CH:4][N:3]=1.Cl.CC(O)C.[NH2:23][C:24]1[CH:31]=[CH:30][C:27]([C:28]#[N:29])=[CH:26][CH:25]=1.C([O-])(O)=O.[Na+]. The catalyst is O. The product is [CH3:17][C:10]1[CH:11]=[C:12]([CH3:16])[CH:13]=[C:14]([CH3:15])[C:9]=1[NH:8][C:6]1[CH:5]=[CH:4][N:3]=[C:2]([NH:23][C:24]2[CH:31]=[CH:30][C:27]([C:28]#[N:29])=[CH:26][CH:25]=2)[N:7]=1. The yield is 0.860. (4) The reactants are C(=O)([O-])[O-].[K+].[K+].[C:15](O[C:15]([O:17][C:18]([CH3:21])([CH3:20])[CH3:19])=[O:16])([O:17][C:18]([CH3:21])([CH3:20])[CH3:19])=[O:16].[Cl:22][C:23]1[CH:37]=[CH:36][C:26]([C:27]([N:29]2[CH2:34][CH2:33][CH2:32][C@@H:31]([NH2:35])[CH2:30]2)=[O:28])=[CH:25][CH:24]=1. No catalyst specified. The product is [Cl:22][C:23]1[CH:37]=[CH:36][C:26]([C:27]([N:29]2[CH2:34][CH2:33][CH2:32][C@@H:31]([NH:35][C:15]([O:17][C:18]([CH3:19])([CH3:20])[CH3:21])=[O:16])[CH2:30]2)=[O:28])=[CH:25][CH:24]=1. The yield is 0.870. (5) The reactants are [N+:1]([C:4]1[CH:12]=[CH:11][CH:10]=[C:9]2[C:5]=1[CH:6]=[N:7][NH:8]2)([O-])=O.[H][H]. The catalyst is [Pd].C(O)C. The product is [NH:8]1[C:9]2[C:5](=[C:4]([NH2:1])[CH:12]=[CH:11][CH:10]=2)[CH:6]=[N:7]1. The yield is 1.00. (6) The reactants are S(=O)(=O)(O)O.[H-].[Al+3].[Li+].[H-].[H-].[H-].[CH:12]([N:14]1[CH:18]2[CH2:19][CH2:20][C:15]1([C:21](OC)=[O:22])[CH2:16][CH2:17]2)=O. The catalyst is O1CCCC1. The product is [CH3:12][N:14]1[CH:18]2[CH2:19][CH2:20][C:15]1([CH2:21][OH:22])[CH2:16][CH2:17]2. The yield is 0.524. (7) The reactants are [CH2:1]([N:3]([CH2:19][CH3:20])[CH2:4][CH2:5][N:6]1[CH2:11][CH2:10][C:9]2[NH:12][C:13]([CH:16]=O)=[C:14]([CH3:15])[C:8]=2[C:7]1=[O:18])[CH3:2].[F:21][C:22]1[C:27]([F:28])=[CH:26][CH:25]=[CH:24][C:23]=1[C:29]1[CH:37]=[CH:36][CH:35]=[C:34]2[C:30]=1[CH2:31][C:32](=[O:38])[NH:33]2. No catalyst specified. The product is [CH2:1]([N:3]([CH2:19][CH3:20])[CH2:4][CH2:5][N:6]1[CH2:11][CH2:10][C:9]2[NH:12][C:13]([CH:16]=[C:31]3[C:30]4[C:34](=[CH:35][CH:36]=[CH:37][C:29]=4[C:23]4[CH:24]=[CH:25][CH:26]=[C:27]([F:28])[C:22]=4[F:21])[NH:33][C:32]3=[O:38])=[C:14]([CH3:15])[C:8]=2[C:7]1=[O:18])[CH3:2]. The yield is 0.220. (8) The reactants are [CH:1]([O:4][C:5]1[CH:12]=[CH:11][C:8]([CH:9]=O)=[CH:7][C:6]=1[N+:13]([O-:15])=[O:14])([CH3:3])[CH3:2].[C:16]([CH:21]=P(C1C=CC=CC=1)(C1C=CC=CC=1)C1C=CC=CC=1)([O:18][CH2:19][CH3:20])=[O:17].O1CCCC1. The catalyst is C(OCC)(=O)C. The product is [CH:1]([O:4][C:5]1[CH:12]=[CH:11][C:8]([CH:9]=[CH:21][C:16]([O:18][CH2:19][CH3:20])=[O:17])=[CH:7][C:6]=1[N+:13]([O-:15])=[O:14])([CH3:3])[CH3:2]. The yield is 1.00. (9) The reactants are [Cl:1][C:2]1[CH:7]=[C:6]([O:8][C:9]([F:12])([F:11])[F:10])[CH:5]=[C:4]([Cl:13])[C:3]=1[N:14]=[C:15]=[O:16].[NH2:17][C:18]1[CH:19]=[C:20]([C:39]2[CH:44]=[CH:43][C:42]([O:45][CH3:46])=[CH:41][CH:40]=2)[CH:21]=[CH:22][C:23]=1[C:24]([NH:26][C@H:27]([C:35]([O:37][CH3:38])=[O:36])[C@@H:28]([CH3:34])[O:29][C:30]([CH3:33])([CH3:32])[CH3:31])=[O:25].CCCCCC.C(OCC)(=O)C. The catalyst is N1C=CC=CC=1. The product is [Cl:1][C:2]1[CH:7]=[C:6]([O:8][C:9]([F:10])([F:12])[F:11])[CH:5]=[C:4]([Cl:13])[C:3]=1[NH:14][C:15]([NH:17][C:18]1[CH:19]=[C:20]([C:39]2[CH:40]=[CH:41][C:42]([O:45][CH3:46])=[CH:43][CH:44]=2)[CH:21]=[CH:22][C:23]=1[C:24]([NH:26][C@H:27]([C:35]([O:37][CH3:38])=[O:36])[C@@H:28]([CH3:34])[O:29][C:30]([CH3:32])([CH3:33])[CH3:31])=[O:25])=[O:16]. The yield is 0.740. (10) The reactants are [C:1]1([C:7](=O)[CH2:8][CH:9]([C:12]#[N:13])[C:10]#[N:11])[CH:6]=[CH:5][CH:4]=[CH:3][CH:2]=1.C(N(CC)CC)C.[N+:22]([C:25]1[CH:30]=[CH:29][C:28]([SH:31])=[CH:27][CH:26]=1)([O-:24])=[O:23]. The catalyst is CO. The product is [N+:22]([C:25]1[CH:30]=[CH:29][C:28]([S:31][C:10]2[NH:11][C:7]([C:1]3[CH:6]=[CH:5][CH:4]=[CH:3][CH:2]=3)=[CH:8][C:9]=2[C:12]#[N:13])=[CH:27][CH:26]=1)([O-:24])=[O:23]. The yield is 0.800.